This data is from Reaction yield outcomes from USPTO patents with 853,638 reactions. The task is: Predict the reaction yield, written as a fraction of the theoretical maximum amount of product (1.0 means a 100% yield; for example, 0.34 means a 34% yield). (1) The reactants are [Si:1]([O:8][C:9]1([C:15]([O:17][CH2:18][CH3:19])=[O:16])[CH2:11][CH:10]1C(O)=O)([C:4]([CH3:7])([CH3:6])[CH3:5])([CH3:3])[CH3:2].CC[N:22]([CH:26](C)C)C(C)C.C1C=CC(P(N=[N+]=[N-])(C2C=CC=CC=2)=[O:36])=CC=1.[CH2:46]([OH:53])[C:47]1[CH:52]=[CH:51][CH:50]=[CH:49][CH:48]=1. The catalyst is C1(C)C=CC=CC=1.C(OCC)(=O)C. The product is [CH2:18]([O:17][C:15]([C:9]1([O:8][Si:1]([C:4]([CH3:5])([CH3:6])[CH3:7])([CH3:2])[CH3:3])[CH2:11][CH:10]1[NH:22][C:26]([O:53][CH2:46][C:47]1[CH:52]=[CH:51][CH:50]=[CH:49][CH:48]=1)=[O:36])=[O:16])[CH3:19]. The yield is 0.300. (2) The reactants are [CH3:1][O:2][CH2:3][C@H:4]([CH3:32])[O:5][C:6]1[CH:7]=[C:8]([CH:19]=[C:20]([C:22]2[NH:23][C:24]([C:27]3[S:28][CH:29]=[CH:30][N:31]=3)=[CH:25][CH:26]=2)[CH:21]=1)[O:9][C:10]1[CH:17]=[CH:16][C:13]([CH:14]=[O:15])=[CH:12][C:11]=1[CH3:18].[BH4-].[Na+].[Cl-].[NH4+]. The catalyst is CO. The product is [CH3:1][O:2][CH2:3][C@H:4]([CH3:32])[O:5][C:6]1[CH:7]=[C:8]([CH:19]=[C:20]([C:22]2[NH:23][C:24]([C:27]3[S:28][CH:29]=[CH:30][N:31]=3)=[CH:25][CH:26]=2)[CH:21]=1)[O:9][C:10]1[CH:17]=[CH:16][C:13]([CH2:14][OH:15])=[CH:12][C:11]=1[CH3:18]. The yield is 0.810.